This data is from Reaction yield outcomes from USPTO patents with 853,638 reactions. The task is: Predict the reaction yield, written as a fraction of the theoretical maximum amount of product (1.0 means a 100% yield; for example, 0.34 means a 34% yield). (1) The reactants are [CH:1]1([OH:13])[CH2:12][CH2:11][CH2:10][CH2:9][CH2:8][CH2:7][CH2:6][CH2:5][CH2:4][CH2:3][CH2:2]1.[C:14]([O:17][CH:18]1[CH:23]([N:24]([CH3:26])[CH3:25])[CH2:22][CH:21]([CH3:27])[O:20][CH:19]1F)(=[O:16])[CH3:15].B(F)(F)F.CCOCC. The catalyst is C(OCC)(=O)C. The product is [C:14]([O:17][CH:18]1[CH:23]([N:24]([CH3:25])[CH3:26])[CH2:22][CH:21]([CH3:27])[O:20][CH:19]1[O:13][CH:1]1[CH2:12][CH2:11][CH2:10][CH2:9][CH2:8][CH2:7][CH2:6][CH2:5][CH2:4][CH2:3][CH2:2]1)(=[O:16])[CH3:15]. The yield is 0.520. (2) The reactants are [Cl:1][C:2]1[CH:3]=[C:4]2[C:8](=[CH:9][CH:10]=1)[NH:7][CH:6]=[C:5]2[CH2:11][CH2:12][NH:13][C:14](=[O:22])[C:15]1[CH:20]=[CH:19][C:18](I)=[CH:17][CH:16]=1.[F:23][C:24]([F:35])([F:34])[C:25]1[CH:26]=[C:27](B(O)O)[CH:28]=[CH:29][CH:30]=1.C(=O)([O-])[O-].[Na+].[Na+]. The catalyst is C(COC)OC.O.C1C=CC([P]([Pd]([P](C2C=CC=CC=2)(C2C=CC=CC=2)C2C=CC=CC=2)([P](C2C=CC=CC=2)(C2C=CC=CC=2)C2C=CC=CC=2)[P](C2C=CC=CC=2)(C2C=CC=CC=2)C2C=CC=CC=2)(C2C=CC=CC=2)C2C=CC=CC=2)=CC=1. The product is [Cl:1][C:2]1[CH:3]=[C:4]2[C:8](=[CH:9][CH:10]=1)[NH:7][CH:6]=[C:5]2[CH2:11][CH2:12][NH:13][C:14]([C:15]1[CH:20]=[CH:19][C:18]([C:29]2[CH:28]=[CH:27][CH:26]=[C:25]([C:24]([F:35])([F:34])[F:23])[CH:30]=2)=[CH:17][CH:16]=1)=[O:22]. The yield is 0.460. (3) The reactants are [Cl:1][C:2]1[CH:3]=[N:4][C:5]2[C:10]([C:11]=1[O:12][CH2:13][C@H:14]1[O:19][CH2:18][C@H:17]([NH:20]C(=O)OC(C)(C)C)[CH2:16][CH2:15]1)=[CH:9][C:8]([O:28][CH3:29])=[CH:7][CH:6]=2.FC1C=NC2C(C=1CC[C@H]1OC[C@H](N)CC1)=NC(OC)=CC=2. No catalyst specified. The product is [Cl:1][C:2]1[CH:3]=[N:4][C:5]2[C:10]([C:11]=1[O:12][CH2:13][C@H:14]1[O:19][CH2:18][C@H:17]([NH2:20])[CH2:16][CH2:15]1)=[CH:9][C:8]([O:28][CH3:29])=[CH:7][CH:6]=2. The yield is 0.880. (4) The reactants are Br[C:2]1[CH:28]=[CH:27][C:5]2[N:6]([CH2:9][C:10]3[CH:26]=[CH:25][C:13]4[N:14]=[C:15]([NH:17][C@@H:18]5[CH2:23][CH2:22][CH2:21][CH2:20][C@H:19]5[OH:24])[S:16][C:12]=4[CH:11]=3)[CH:7]=[N:8][C:4]=2[CH:3]=1.C([Sn](CCCC)(CCCC)[C:34]([O:36]CC)=[CH2:35])CCC. The catalyst is CC(N(C)C)=O.C1C=CC(/C=C/C(/C=C/C2C=CC=CC=2)=O)=CC=1.C1C=CC(/C=C/C(/C=C/C2C=CC=CC=2)=O)=CC=1.C1C=CC(/C=C/C(/C=C/C2C=CC=CC=2)=O)=CC=1.[Pd].[Pd]. The product is [OH:24][C@@H:19]1[CH2:20][CH2:21][CH2:22][CH2:23][C@H:18]1[NH:17][C:15]1[S:16][C:12]2[CH:11]=[C:10]([CH2:9][N:6]3[C:5]4[CH:27]=[CH:28][C:2]([C:34](=[O:36])[CH3:35])=[CH:3][C:4]=4[N:8]=[CH:7]3)[CH:26]=[CH:25][C:13]=2[N:14]=1. The yield is 0.0800. (5) The reactants are C([N:8]1[CH2:17][CH:16]([CH3:18])[C:15]2[N:14]=[C:13]([Cl:19])[CH:12]=[CH:11][C:10]=2[CH2:9]1)C1C=CC=CC=1.[CH:20]([Mg]Br)([CH2:22][CH3:23])[CH3:21]. The catalyst is C1COCC1. The product is [ClH:19].[CH3:18][CH:16]1[C:15]2[N:14]=[C:13]([CH:20]([CH3:21])[CH2:22][CH3:23])[CH:12]=[CH:11][C:10]=2[CH2:9][NH:8][CH2:17]1. The yield is 0.190. (6) The reactants are [Cl:1][C:2]1[N:3]=[N:4][C:5](Cl)=[CH:6][C:7]=1[C:8]1[S:9][CH:10]=[CH:11][CH:12]=1.[F:14][C:15]1[CH:24]=[CH:23][CH:22]=[CH:21][C:16]=1[C:17]([NH:19][NH2:20])=O.Cl.C(N(CC)CC)C. The catalyst is CC1C=CC(C)=CC=1. The product is [Cl:1][C:2]1[C:7]([C:8]2[S:9][CH:10]=[CH:11][CH:12]=2)=[CH:6][C:5]2[N:4]([C:17]([C:16]3[CH:21]=[CH:22][CH:23]=[CH:24][C:15]=3[F:14])=[N:19][N:20]=2)[N:3]=1. The yield is 0.260. (7) The yield is 0.530. The reactants are C([O:3][C:4]([C:6]1[S:10][C:9]([NH:11][C:12]([C:14]2[CH:19]=[CH:18][N:17]=[CH:16][CH:15]=2)=[O:13])=[N:8][C:7]=1[C:20]1[O:21][CH:22]=[CH:23][CH:24]=1)=[O:5])C.[Na].[OH-].Cl. The product is [C:4]([C:6]1[S:10][C:9]([NH:11][C:12]([C:14]2[CH:15]=[CH:16][N:17]=[CH:18][CH:19]=2)=[O:13])=[N:8][C:7]=1[C:20]1[O:21][CH:22]=[CH:23][CH:24]=1)([OH:5])=[O:3]. The catalyst is C1COCC1.CO.